From a dataset of Forward reaction prediction with 1.9M reactions from USPTO patents (1976-2016). Predict the product of the given reaction. Given the reactants [F:1][C:2]1[CH:3]=[C:4]([CH:24]=[C:25]([N:27]2[CH2:32][CH2:31][CH:30]([CH3:33])[CH2:29][CH2:28]2)[CH:26]=1)[C:5]([NH:7][C:8]1[C:17]2[C:12](=[CH:13][CH:14]=[CH:15][CH:16]=2)[C:11]([O:18][CH2:19][C:20]([NH:22][NH2:23])=O)=[CH:10][CH:9]=1)=[O:6].[CH2:34]([N:36]=[C:37]=[O:38])[CH3:35], predict the reaction product. The product is: [CH2:34]([N:36]1[C:37](=[O:38])[NH:23][N:22]=[C:20]1[CH2:19][O:18][C:11]1[C:12]2[C:17](=[CH:16][CH:15]=[CH:14][CH:13]=2)[C:8]([NH:7][C:5](=[O:6])[C:4]2[CH:24]=[C:25]([N:27]3[CH2:32][CH2:31][CH:30]([CH3:33])[CH2:29][CH2:28]3)[CH:26]=[C:2]([F:1])[CH:3]=2)=[CH:9][CH:10]=1)[CH3:35].